From a dataset of Full USPTO retrosynthesis dataset with 1.9M reactions from patents (1976-2016). Predict the reactants needed to synthesize the given product. (1) Given the product [F:29][C:30]1[CH:35]=[CH:34][C:33]([C:2]2[S:3][C:4]3[CH2:5][C:6]4[C:12]([C:13]5[CH:18]=[CH:17][C:16]([O:19][CH3:20])=[CH:15][CH:14]=5)=[N:11][N:10]([CH2:21][O:22][CH2:23][CH2:24][Si:25]([CH3:27])([CH3:26])[CH3:28])[C:7]=4[C:8]=3[CH:9]=2)=[CH:32][CH:31]=1, predict the reactants needed to synthesize it. The reactants are: Br[C:2]1[S:3][C:4]2[CH2:5][C:6]3[C:12]([C:13]4[CH:18]=[CH:17][C:16]([O:19][CH3:20])=[CH:15][CH:14]=4)=[N:11][N:10]([CH2:21][O:22][CH2:23][CH2:24][Si:25]([CH3:28])([CH3:27])[CH3:26])[C:7]=3[C:8]=2[CH:9]=1.[F:29][C:30]1[CH:35]=[CH:34][C:33](B2OC(C)(C)C(C)(C)O2)=[CH:32][CH:31]=1.C([O-])([O-])=O.[Na+].[Na+]. (2) Given the product [Cl:23][C:24]1[CH:25]=[CH:26][C:27]([C:30]([N:45]2[C:53]3[C:48](=[C:49]([NH:54][C:55](=[O:61])[O:56][C:57]([CH3:58])([CH3:60])[CH3:59])[CH:50]=[CH:51][CH:52]=3)[CH:47]=[CH:46]2)([C:31]2[O:36][CH:35]=[C:34]([C:37]3[CH:38]=[CH:39][CH:40]=[CH:41][CH:42]=3)[N:33]=2)[CH2:43][CH3:44])=[CH:28][CH:29]=1, predict the reactants needed to synthesize it. The reactants are: CC(OI1(OC(C)=O)(OC(C)=O)OC(=O)C2C=CC=CC1=2)=O.[Cl:23][C:24]1[CH:29]=[CH:28][C:27]([C:30]([N:45]2[C:53]3[C:48](=[C:49]([NH:54][C:55](=[O:61])[O:56][C:57]([CH3:60])([CH3:59])[CH3:58])[CH:50]=[CH:51][CH:52]=3)[CH:47]=[CH:46]2)([CH2:43][CH3:44])[C:31]([NH:33][CH:34]([C:37]2[CH:42]=[CH:41][CH:40]=[CH:39][CH:38]=2)[CH2:35][OH:36])=O)=[CH:26][CH:25]=1.C1(P(C2C=CC=CC=2)C2C=CC=CC=2)C=CC=CC=1.C(N(CC)CC)C.II. (3) The reactants are: C([NH:8][C:9]1[C:14]([F:15])=[C:13]([O:16][CH3:17])[CH:12]=[C:11]([O:18][CH3:19])[C:10]=1[F:20])C1C=CC=CC=1.[H][H]. Given the product [F:15][C:14]1[C:13]([O:16][CH3:17])=[CH:12][C:11]([O:18][CH3:19])=[C:10]([F:20])[C:9]=1[NH2:8], predict the reactants needed to synthesize it. (4) Given the product [C:19]([O:23][C:24](=[O:25])[NH:1][CH2:2][CH2:3][C@H:4]1[CH2:9][CH2:8][C@H:7]([CH2:10][OH:11])[CH2:6][CH2:5]1)([CH3:22])([CH3:21])[CH3:20], predict the reactants needed to synthesize it. The reactants are: [NH2:1][CH2:2][CH2:3][C@H:4]1[CH2:9][CH2:8][C@H:7]([CH2:10][OH:11])[CH2:6][CH2:5]1.CCN(CC)CC.[C:19]([O:23][C:24](O[C:24]([O:23][C:19]([CH3:22])([CH3:21])[CH3:20])=[O:25])=[O:25])([CH3:22])([CH3:21])[CH3:20]. (5) The reactants are: [CH:1]([Si:4]([CH:17]([CH3:19])[CH3:18])([CH:14]([CH3:16])[CH3:15])[O:5][C:6]([C:8]1[CH:13]=[N:12][CH:11]=[CH:10][N:9]=1)=[CH2:7])([CH3:3])[CH3:2].C1C(=O)N([Cl:27])C(=O)C1. Given the product [CH:17]([Si:4]([CH:1]([CH3:2])[CH3:3])([CH:14]([CH3:16])[CH3:15])[O:5][C:6]([C:8]1[CH:13]=[N:12][CH:11]=[CH:10][N:9]=1)=[CH:7][Cl:27])([CH3:19])[CH3:18], predict the reactants needed to synthesize it. (6) Given the product [NH2:1][CH2:4][C:5]([N:7]([CH2:21][C:22]1[CH:27]=[CH:26][CH:25]=[CH:24][C:23]=1[O:28][CH3:29])[C:8]1[CH:13]=[CH:12][CH:11]=[CH:10][C:9]=1[O:14][C:15]1[CH:20]=[CH:19][CH:18]=[CH:17][CH:16]=1)=[O:6], predict the reactants needed to synthesize it. The reactants are: [N:1]([CH2:4][C:5]([N:7]([CH2:21][C:22]1[CH:27]=[CH:26][CH:25]=[CH:24][C:23]=1[O:28][CH3:29])[C:8]1[CH:13]=[CH:12][CH:11]=[CH:10][C:9]=1[O:14][C:15]1[CH:20]=[CH:19][CH:18]=[CH:17][CH:16]=1)=[O:6])=[N+]=[N-]. (7) Given the product [C:24]([O:28][C:29]([N:31]1[CH2:34][CH:33]([CH:35]([O:23][C:21]2[CH:20]=[CH:19][C:16]3[C:17]4[N:11]([CH2:12][CH2:13][O:14][C:15]=3[CH:22]=2)[CH:10]=[C:9]([C:8]2[N:4]([CH:1]([CH3:3])[CH3:2])[N:5]=[CH:6][N:7]=2)[N:18]=4)[CH3:36])[CH2:32]1)=[O:30])([CH3:27])([CH3:26])[CH3:25], predict the reactants needed to synthesize it. The reactants are: [CH:1]([N:4]1[C:8]([C:9]2[N:18]=[C:17]3[N:11]([CH2:12][CH2:13][O:14][C:15]4[CH:22]=[C:21]([OH:23])[CH:20]=[CH:19][C:16]=43)[CH:10]=2)=[N:7][CH:6]=[N:5]1)([CH3:3])[CH3:2].[C:24]([O:28][C:29]([N:31]1[CH2:34][CH:33]([CH:35](O)[CH3:36])[CH2:32]1)=[O:30])([CH3:27])([CH3:26])[CH3:25].C1C=CC(P(C2C=CC=CC=2)C2C=CC=CC=2)=CC=1.CC(OC(/N=N/C(OC(C)C)=O)=O)C. (8) Given the product [F:50][C:49]([F:52])([F:51])[C:48]([OH:33])=[O:53].[Cl:34][C:35]1[CH:36]=[C:37]([NH:47][C:3]2[N:8]=[C:7]([C:9]3[S:13][C:12]([N:14]([CH3:15])[CH3:16])=[N:11][C:10]=3[C:17]3[CH:18]=[C:19]([NH:23][C:24](=[O:33])[C:25]4[C:26]([F:32])=[CH:27][CH:28]=[CH:29][C:30]=4[F:31])[CH:20]=[CH:21][CH:22]=3)[CH:6]=[CH:5][N:4]=2)[CH:38]=[CH:39][C:40]=1[N:41]1[CH2:42][CH2:43][O:44][CH2:45][CH2:46]1, predict the reactants needed to synthesize it. The reactants are: [Cl-].Cl[C:3]1[N:8]=[C:7]([C:9]2[S:13][C:12]([N:14]([CH3:16])[CH3:15])=[N:11][C:10]=2[C:17]2[CH:18]=[C:19]([NH:23][C:24](=[O:33])[C:25]3[C:30]([F:31])=[CH:29][CH:28]=[CH:27][C:26]=3[F:32])[CH:20]=[CH:21][CH:22]=2)[CH:6]=[CH:5][N:4]=1.[Cl:34][C:35]1[CH:36]=[C:37]([NH2:47])[CH:38]=[CH:39][C:40]=1[N:41]1[CH2:46][CH2:45][O:44][CH2:43][CH2:42]1.[CH2:48]([OH:53])[C:49]([F:52])([F:51])[F:50]. (9) Given the product [N:22]1[NH:21][C:20]([C:24]([OH:26])=[O:25])=[C:19]2[C@H:18]3[CH2:15][C@H:17]3[CH2:16][C:23]=12, predict the reactants needed to synthesize it. The reactants are: N1NN=NC=1C1NN=C2C=1C[C@@H]1C[C@@H]12.[CH2:15]1[C@H:17]2[CH2:18][C:19]3[C:23]([C@@H:16]12)=[N:22][NH:21][C:20]=3[C:24]([OH:26])=[O:25].